This data is from Reaction yield outcomes from USPTO patents with 853,638 reactions. The task is: Predict the reaction yield, written as a fraction of the theoretical maximum amount of product (1.0 means a 100% yield; for example, 0.34 means a 34% yield). (1) The reactants are [F:1][C:2]1[CH:3]=[C:4]([CH:10]2[CH2:14][CH2:13][CH2:12][C:11]2=[O:15])[CH:5]=[C:6]([F:9])[C:7]=1[F:8].[C:16](Cl)([N:18]=[C:19]=[O:20])=[O:17]. The catalyst is C(OCC)(=O)C. The product is [F:1][C:2]1[CH:3]=[C:4]([CH:10]2[C:11]3[O:15][C:19](=[O:20])[NH:18][C:16](=[O:17])[C:12]=3[CH2:13][CH2:14]2)[CH:5]=[C:6]([F:9])[C:7]=1[F:8]. The yield is 0.464. (2) The reactants are [Br:1][C:2]1[C:14]2[C:13]3[C:8](=[CH:9][C:10]([C:15]([O:17][CH2:18][CH3:19])=[O:16])=[CH:11][CH:12]=3)[NH:7][C:6]=2[C:5]([C:20](O)=[O:21])=[CH:4][C:3]=1[CH3:23].C(Cl)CCl.C1C=CC2N(O)N=[N:34]C=2C=1.[OH-].[NH4+]. The catalyst is C1COCC1.C(Cl)Cl.CCOC(C)=O. The product is [Br:1][C:2]1[C:3]([CH3:23])=[CH:4][C:5]([C:20](=[O:21])[NH2:34])=[C:6]2[C:14]=1[C:13]1[CH:12]=[CH:11][C:10]([C:15]([O:17][CH2:18][CH3:19])=[O:16])=[CH:9][C:8]=1[NH:7]2. The yield is 0.910.